Dataset: Peptide-MHC class I binding affinity with 185,985 pairs from IEDB/IMGT. Task: Regression. Given a peptide amino acid sequence and an MHC pseudo amino acid sequence, predict their binding affinity value. This is MHC class I binding data. (1) The peptide sequence is LRRGGRWIL. The MHC is Mamu-B08 with pseudo-sequence Mamu-B08. The binding affinity (normalized) is 0.425. (2) The peptide sequence is SHQRSDSS. The MHC is H-2-Db with pseudo-sequence H-2-Db. The binding affinity (normalized) is 0.203. (3) The peptide sequence is KLQPSDTLL. The MHC is HLA-A24:03 with pseudo-sequence HLA-A24:03. The binding affinity (normalized) is 0.0847. (4) The peptide sequence is APRTLVYLL. The MHC is Mamu-B17 with pseudo-sequence Mamu-B17. The binding affinity (normalized) is 0. (5) The binding affinity (normalized) is 0.557. The peptide sequence is TTIPTNLFR. The MHC is HLA-A31:01 with pseudo-sequence HLA-A31:01. (6) The peptide sequence is APALQEAYY. The MHC is HLA-A30:02 with pseudo-sequence HLA-A30:02. The binding affinity (normalized) is 0.455. (7) The peptide sequence is SLPKTSGHY. The MHC is HLA-A68:02 with pseudo-sequence HLA-A68:02. The binding affinity (normalized) is 0. (8) The peptide sequence is TGGPIYRRR. The MHC is HLA-A33:01 with pseudo-sequence HLA-A33:01. The binding affinity (normalized) is 0.0835.